Task: Predict the product of the given reaction.. Dataset: Forward reaction prediction with 1.9M reactions from USPTO patents (1976-2016) (1) The product is: [CH2:1]([C:3]1[N:13]([CH2:14][C:15]2[CH:20]=[CH:19][C:18]([C:21]#[C:22][CH2:23][N:34]3[CH2:35][CH2:36][CH:31]([N:25]4[CH2:30][CH2:29][CH2:28][CH2:27][CH2:26]4)[CH2:32][CH2:33]3)=[CH:17][CH:16]=2)[C:6]2=[N:7][C:8]([CH3:12])=[CH:9][C:10]([CH3:11])=[C:5]2[N:4]=1)[CH3:2]. Given the reactants [CH2:1]([C:3]1[N:13]([CH2:14][C:15]2[CH:20]=[CH:19][C:18]([CH2:21][C:22]#[C:23]O)=[CH:17][CH:16]=2)[C:6]2=[N:7][C:8]([CH3:12])=[CH:9][C:10]([CH3:11])=[C:5]2[N:4]=1)[CH3:2].[N:25]1([CH:31]2[CH2:36][CH2:35][NH:34][CH2:33][CH2:32]2)[CH2:30][CH2:29][CH2:28][CH2:27][CH2:26]1, predict the reaction product. (2) Given the reactants C(O[C:4]([C:6]1[CH:7]=[N:8][C:9]2[C:14]([C:15]=1[NH:16][CH:17]1[CH2:21][CH2:20][CH2:19][CH2:18]1)=[CH:13][CH:12]=[CH:11][C:10]=2[O:22][CH3:23])=[O:5])C.[CH3:24][CH:25]([N:28]=[C:29]=[O:30])[CH2:26][CH3:27], predict the reaction product. The product is: [CH:25]([N:28]1[C:4](=[O:5])[C:6]2[CH:7]=[N:8][C:9]3[C:10]([O:22][CH3:23])=[CH:11][CH:12]=[CH:13][C:14]=3[C:15]=2[N:16]([CH:17]2[CH2:18][CH2:19][CH2:20][CH2:21]2)[C:29]1=[O:30])([CH2:26][CH3:27])[CH3:24]. (3) The product is: [CH2:1]([O:4][C:5]1[CH:14]=[CH:13][C:8]([SH:9])=[C:7]([OH:11])[CH:6]=1)[CH:2]=[CH2:3]. Given the reactants [CH2:1]([O:4][C:5]1[CH:14]=[CH:13][C:8]2[S:9]C(=O)[O:11][C:7]=2[CH:6]=1)[CH:2]=[CH2:3].C1COCC1, predict the reaction product. (4) The product is: [Cl:33][C:8]1[C:7]([CH2:13][CH:14]=[CH2:15])=[C:6]2[C:11](=[CH:10][CH:9]=1)[NH:2][C:3](=[O:16])[CH:4]=[CH:5]2. Given the reactants C[N:2]1[C:11]2[C:6](=[C:7]([CH2:13][CH:14]=[CH2:15])[C:8](C)=[CH:9][CH:10]=2)[CH:5]=[CH:4][C:3]1=[O:16].FC(F)(F)S(OC1C([Cl:33])=CC=C2C=1C=CC(=O)N2)(=O)=O, predict the reaction product. (5) Given the reactants C=O.[F:3][C:4]([F:36])([F:35])[C:5]1[CH:6]=[C:7]([CH:28]=[C:29]([C:31]([F:34])([F:33])[F:32])[CH:30]=1)[C:8]([N:10]1[CH2:15][CH2:14][N:13]([CH2:16][C:17]#[CH:18])[CH2:12][C@H:11]1[CH2:19][C:20]1[CH:25]=[CH:24][C:23]([CH3:26])=[C:22]([CH3:27])[CH:21]=1)=[O:9].[CH3:37][O:38][CH2:39][C@H:40]1[CH2:45][O:44][CH2:43][CH2:42][NH:41]1.[CH:46](N(CC)C(C)C)(C)C.C(=O)([O-])O.[Na+], predict the reaction product. The product is: [F:36][C:4]([F:3])([F:35])[C:5]1[CH:6]=[C:7]([CH:28]=[C:29]([C:31]([F:32])([F:33])[F:34])[CH:30]=1)[C:8]([N:10]1[CH2:15][CH2:14][N:13]([CH2:16][C:17]#[C:18][CH2:46][N:41]2[CH2:42][CH2:43][O:44][CH2:45][C@@H:40]2[CH2:39][O:38][CH3:37])[CH2:12][C@H:11]1[CH2:19][C:20]1[CH:25]=[CH:24][C:23]([CH3:26])=[C:22]([CH3:27])[CH:21]=1)=[O:9]. (6) The product is: [Cl:1][C:2]1[CH:48]=[CH:47][C:5]2[N:6]([CH2:38][C:39]3[CH:40]=[CH:41][C:42]([O:45][CH3:46])=[CH:43][CH:44]=3)[C:7](=[O:37])[CH:8]([CH2:28][CH2:29][C:30]3[CH:35]=[CH:34][CH:33]=[CH:32][C:31]=3[Cl:36])[N:9]=[C:10]([C:11]3[CH:12]=[C:13]4[NH:19][C:18](=[O:27])[NH:17][C:14]4=[N:15][CH:16]=3)[C:4]=2[CH:3]=1. Given the reactants [Cl:1][C:2]1[CH:48]=[CH:47][C:5]2[N:6]([CH2:38][C:39]3[CH:44]=[CH:43][C:42]([O:45][CH3:46])=[CH:41][CH:40]=3)[C:7](=[O:37])[CH:8]([CH2:28][CH2:29][C:30]3[CH:35]=[CH:34][CH:33]=[CH:32][C:31]=3[Cl:36])[N:9]=[C:10]([C:11]3[CH:12]=[C:13]4[N:19](C(OC(C)(C)C)=O)[C:18](=[O:27])[NH:17][C:14]4=[N:15][CH:16]=3)[C:4]=2[CH:3]=1, predict the reaction product. (7) Given the reactants [CH3:1][NH:2][C:3]1[N:4]([CH3:14])[N:5]=[C:6]([C:8]2[CH:9]=[N:10][CH:11]=[CH:12][CH:13]=2)[CH:7]=1.[CH3:15][CH:16]([CH2:20][S:21][CH3:22])[C:17](Cl)=[O:18], predict the reaction product. The product is: [CH3:15][CH:16]([CH2:20][S:21][CH3:22])[C:17]([N:2]([CH3:1])[C:3]1[N:4]([CH3:14])[N:5]=[C:6]([C:8]2[CH:9]=[N:10][CH:11]=[CH:12][CH:13]=2)[CH:7]=1)=[O:18]. (8) Given the reactants [BH4-].[Na+].[N+:3]([C:6]1[CH:7]=[C:8]([C:16](=[O:18])[CH3:17])[CH:9]=[C:10]([C:12]([F:15])([F:14])[F:13])[CH:11]=1)([O-:5])=[O:4].Cl, predict the reaction product. The product is: [N+:3]([C:6]1[CH:7]=[C:8]([CH:16]([OH:18])[CH3:17])[CH:9]=[C:10]([C:12]([F:13])([F:14])[F:15])[CH:11]=1)([O-:5])=[O:4]. (9) The product is: [C:1]([CH2:5][C:6]1[CH:15]=[CH:14][C:9]([C:10]([O:12][CH3:13])=[O:11])=[CH:8][CH:7]=1)#[N:2]. Given the reactants [C-:1]#[N:2].[Na+].Br[CH2:5][C:6]1[CH:15]=[CH:14][C:9]([C:10]([O:12][CH3:13])=[O:11])=[CH:8][CH:7]=1, predict the reaction product.